From a dataset of Catalyst prediction with 721,799 reactions and 888 catalyst types from USPTO. Predict which catalyst facilitates the given reaction. Reactant: C(OC([NH:11]/[C:12](=[N:66]\C(OCC1C=CC=CC=1)=O)/[NH:13][C@H:14]([C:25]([NH:27][C@@H:28]([C:30]([NH:32][CH2:33][C@@H:34]([NH:42]/[C:43](/[NH:55]C(OCC1C=CC=CC=1)=O)=[N:44]\C(OCC1C=CC=CC=1)=O)[CH2:35][C:36]1[CH:41]=[CH:40][CH:39]=[CH:38][CH:37]=1)=[O:31])[CH3:29])=[O:26])[CH2:15][C:16]1[C:21]([CH3:22])=[CH:20][C:19]([OH:23])=[CH:18][C:17]=1[CH3:24])=O)C1C=CC=CC=1.Cl. Product: [NH2:66][C:12](=[NH:11])[NH:13][C@H:14]([C:25]([NH:27][C@@H:28]([C:30]([NH:32][CH2:33][C@@H:34]([NH:42][C:43]([NH2:55])=[NH:44])[CH2:35][C:36]1[CH:37]=[CH:38][CH:39]=[CH:40][CH:41]=1)=[O:31])[CH3:29])=[O:26])[CH2:15][C:16]1[C:17]([CH3:24])=[CH:18][C:19]([OH:23])=[CH:20][C:21]=1[CH3:22]. The catalyst class is: 19.